This data is from Catalyst prediction with 721,799 reactions and 888 catalyst types from USPTO. The task is: Predict which catalyst facilitates the given reaction. (1) Reactant: [F:1][C:2]1[C:7]([F:8])=[C:6]([CH2:9][CH2:10][NH2:11])[C:5]([F:12])=[C:4]([F:13])[N:3]=1.[F:14][C:15]([F:26])([F:25])[C:16]1[CH:24]=[CH:23][CH:22]=[CH:21][C:17]=1[C:18](Cl)=[O:19].C(=O)([O-])[O-].[K+].[K+]. Product: [F:1][C:2]1[C:7]([F:8])=[C:6]([CH2:9][CH2:10][NH:11][C:18](=[O:19])[C:17]2[CH:21]=[CH:22][CH:23]=[CH:24][C:16]=2[C:15]([F:14])([F:25])[F:26])[C:5]([F:12])=[C:4]([F:13])[N:3]=1. The catalyst class is: 10. (2) Reactant: C[N:2]([CH:4]=[C:5]1[C:13](=O)[C:12]2[N:11]([CH3:15])[N:10]=[C:9]([C:16]([O:18][CH2:19][CH3:20])=[O:17])[C:8]=2[CH2:7][CH2:6]1)[CH3:3].S(O)(O)(=O)=O.C[NH:27]C(=N)O.[C:31](=[O:34])([O-])[O-].[K+].[K+]. Product: [CH3:31][O:34][C:3]1[N:2]=[CH:4][C:5]2[CH2:6][CH2:7][C:8]3[C:9]([C:16]([O:18][CH2:19][CH3:20])=[O:17])=[N:10][N:11]([CH3:15])[C:12]=3[C:13]=2[N:27]=1. The catalyst class is: 10. (3) Reactant: [CH3:1][C:2]1[CH:10]=[CH:9][C:8]2[NH:7][C:6]3[CH2:11][CH2:12][N:13]([CH:15]=[O:16])[CH2:14][C:5]=3[C:4]=2[CH:3]=1.[CH3:17][C:18]1[CH:23]=[CH:22][C:21]([CH:24]=[CH2:25])=[CH:20][N:19]=1.[OH-].[K+]. Product: [CH3:1][C:2]1[CH:10]=[CH:9][C:8]2[N:7]([CH2:25][CH2:24][C:21]3[CH:20]=[N:19][C:18]([CH3:17])=[CH:23][CH:22]=3)[C:6]3[CH2:11][CH2:12][N:13]([CH:15]=[O:16])[CH2:14][C:5]=3[C:4]=2[CH:3]=1. The catalyst class is: 37. (4) Reactant: [CH3:1][NH:2][C:3]([C:5]1[NH:6][C:7]2[C:12]([C:13]=1[CH:14]=[CH2:15])=[CH:11][CH:10]=[CH:9][CH:8]=2)=[O:4]. Product: [CH2:14]([C:13]1[C:12]2[C:7](=[CH:8][CH:9]=[CH:10][CH:11]=2)[NH:6][C:5]=1[C:3]([NH:2][CH3:1])=[O:4])[CH3:15]. The catalyst class is: 78. (5) Reactant: [CH:1]1([CH2:4][O:5][CH2:6][CH2:7][OH:8])[CH2:3][CH2:2]1.C1(P(C2C=CC=CC=2)C2C=CC=CC=2)C=CC=CC=1.[CH2:28]([O:35][C:36]1[CH:41]=[CH:40][C:39](O)=[CH:38][CH:37]=1)[C:29]1[CH:34]=[CH:33][CH:32]=[CH:31][CH:30]=1.CCOC(/N=N/C(OCC)=O)=O. Product: [CH:1]1([CH2:4][O:5][CH2:6][CH2:7][O:8][C:39]2[CH:40]=[CH:41][C:36]([O:35][CH2:28][C:29]3[CH:34]=[CH:33][CH:32]=[CH:31][CH:30]=3)=[CH:37][CH:38]=2)[CH2:3][CH2:2]1. The catalyst class is: 2. (6) Reactant: Cl[C:2]1[C:3]([C:12]([F:15])([F:14])[F:13])=[CH:4][C:5]([N+:9]([O-:11])=[O:10])=[C:6]([NH2:8])[CH:7]=1.[F:16][C:17]([F:21])([F:20])[CH2:18][OH:19].[OH-].[K+].Cl. Product: [N+:9]([C:5]1[CH:4]=[C:3]([C:12]([F:15])([F:14])[F:13])[C:2]([O:19][CH2:18][C:17]([F:21])([F:20])[F:16])=[CH:7][C:6]=1[NH2:8])([O-:11])=[O:10]. The catalyst class is: 58. (7) Product: [Cl:15]/[C:6](/[C:9]1[CH:14]=[CH:13][N:12]=[CH:11][CH:10]=1)=[CH:7]\[C:26]#[N:23]. The catalyst class is: 6. Reactant: P(Cl)(Cl)(Cl)=O.[C:6]([C:9]1[CH:14]=[CH:13][N:12]=[CH:11][CH:10]=1)(=O)[CH3:7].[ClH:15].NO.C(=O)(O)[O-].C[N:23]([CH3:26])C=O.